Dataset: Forward reaction prediction with 1.9M reactions from USPTO patents (1976-2016). Task: Predict the product of the given reaction. (1) Given the reactants [OH:1][C:2]1[CH:9]=[CH:8][C:5]([CH:6]=[O:7])=[CH:4][CH:3]=1.Cl[CH2:11][CH2:12][CH2:13]Br.[CH3:15][C@H:16]1[CH2:21][CH2:20][CH2:19][NH:18][CH2:17]1, predict the reaction product. The product is: [CH3:15][C@H:16]1[CH2:21][CH2:20][CH2:19][N:18]([CH2:11][CH2:12][CH2:13][O:1][C:2]2[CH:9]=[CH:8][C:5]([CH:6]=[O:7])=[CH:4][CH:3]=2)[CH2:17]1. (2) Given the reactants [NH:1]([CH2:8][CH2:9][C:10]1[CH:15]=[CH:14][CH:13]=[CH:12][N:11]=1)[C:2]1[CH:7]=[CH:6][CH:5]=[CH:4][CH:3]=1.O.[C:17](Cl)(=[O:26])[C:18]1[CH:23]=[CH:22][C:21]([O:24][CH3:25])=[CH:20][CH:19]=1, predict the reaction product. The product is: [CH3:25][O:24][C:21]1[CH:22]=[CH:23][C:18]([C:17]([N:1]([C:2]2[CH:3]=[CH:4][CH:5]=[CH:6][CH:7]=2)[CH2:8][CH2:9][C:10]2[CH:15]=[CH:14][CH:13]=[CH:12][N:11]=2)=[O:26])=[CH:19][CH:20]=1. (3) Given the reactants C1(O[C:8](=[O:27])[NH:9][C:10]2[S:11][C:12]3[C:18]([CH:19]4[CH2:24][O:23][CH2:22][CH2:21][O:20]4)=[CH:17][CH:16]=[C:15]([O:25][CH3:26])[C:13]=3[N:14]=2)C=CC=CC=1.[NH:28]1[CH2:33][CH2:32][CH:31]([CH2:34][OH:35])[CH2:30][CH2:29]1.N1C=CC=CC=1, predict the reaction product. The product is: [O:20]1[CH2:21][CH2:22][O:23][CH2:24][CH:19]1[C:18]1[C:12]2[S:11][C:10]([NH:9][C:8]([N:28]3[CH2:33][CH2:32][CH:31]([CH2:34][OH:35])[CH2:30][CH2:29]3)=[O:27])=[N:14][C:13]=2[C:15]([O:25][CH3:26])=[CH:16][CH:17]=1. (4) Given the reactants [NH2:1][C:2]1[CH:7]=[CH:6][C:5]([Cl:8])=[CH:4][C:3]=1[C:9]([C:11]1[CH:16]=[CH:15][N:14]=[CH:13][CH:12]=1)=[O:10].[S:17]1[CH:21]=[C:20]([C:22]2[CH:27]=[CH:26][C:25]([S:28](Cl)(=[O:30])=[O:29])=[CH:24][CH:23]=2)[N:19]=[N:18]1, predict the reaction product. The product is: [Cl:8][C:5]1[CH:6]=[CH:7][C:2]([NH:1][S:28]([C:25]2[CH:26]=[CH:27][C:22]([C:20]3[N:19]=[N:18][S:17][CH:21]=3)=[CH:23][CH:24]=2)(=[O:30])=[O:29])=[C:3]([C:9]([C:11]2[CH:16]=[CH:15][N:14]=[CH:13][CH:12]=2)=[O:10])[CH:4]=1. (5) Given the reactants CC1(C)C(C)(C)OB([C:9]2[C:10]3[C:15]([C:16](B4OC(C)(C)C(C)(C)O4)=[C:17]4[C:22]=2[CH:21]=[CH:20][CH:19]=[CH:18]4)=[CH:14][CH:13]=[CH:12][CH:11]=3)O1.Br[C:34]1[CH:35]=[CH:36][C:37]([C:40]2[CH:41]=[N:42][CH:43]=[CH:44][CH:45]=2)=[N:38][CH:39]=1.P([O-])([O-])([O-])=O.[K+].[K+].[K+].O1[CH2:59][CH2:58]OCC1, predict the reaction product. The product is: [N:38]1[CH:39]=[C:34]([C:16]2[C:17]3[C:18]([C:9]([C:34]4[CH:35]=[CH:36][C:37]([C:40]5[CH:41]=[N:42][CH:43]=[CH:58][CH:59]=5)=[N:38][CH:39]=4)=[C:10]4[C:15]=2[CH:14]=[CH:13][CH:12]=[CH:11]4)=[CH:19][CH:20]=[CH:21][CH:22]=3)[CH:35]=[CH:36][C:37]=1[C:40]1[CH:41]=[N:42][CH:43]=[CH:44][CH:45]=1. (6) Given the reactants [N+:1]([C:4]1[CH:5]=[N:6][CH:7]=[CH:8][C:9]=1[N:10]1[CH2:16][CH2:15][CH2:14][CH:13]([NH:17][C:18](=[O:24])[O:19][C:20]([CH3:23])([CH3:22])[CH3:21])[CH2:12][CH2:11]1)([O-])=O.[NH4+].[Cl-].CCO, predict the reaction product. The product is: [NH2:1][C:4]1[CH:5]=[N:6][CH:7]=[CH:8][C:9]=1[N:10]1[CH2:16][CH2:15][CH2:14][CH:13]([NH:17][C:18](=[O:24])[O:19][C:20]([CH3:22])([CH3:21])[CH3:23])[CH2:12][CH2:11]1.